This data is from Full USPTO retrosynthesis dataset with 1.9M reactions from patents (1976-2016). The task is: Predict the reactants needed to synthesize the given product. (1) Given the product [C:23]([Si:20]([O:19][CH2:18][CH2:17][O:9][C:4]1[CH:5]=[C:6]([CH3:8])[CH:7]=[C:2]([CH3:1])[CH:3]=1)([CH3:22])[CH3:21])([CH3:26])([CH3:25])[CH3:24], predict the reactants needed to synthesize it. The reactants are: [CH3:1][C:2]1[CH:3]=[C:4]([OH:9])[CH:5]=[C:6]([CH3:8])[CH:7]=1.C(=O)([O-])[O-].[K+].[K+].Br[CH2:17][CH2:18][O:19][Si:20]([C:23]([CH3:26])([CH3:25])[CH3:24])([CH3:22])[CH3:21]. (2) Given the product [Cl:1][C:2]1[CH:3]=[C:4]([C:8]2[C:13]([O:14][CH3:15])=[C:12]([CH:16]=[O:17])[CH:11]=[C:10]([S:18]([NH:21][C:30](=[O:31])[CH2:29][CH2:28][C:22]3[CH:27]=[CH:26][CH:25]=[CH:24][CH:23]=3)(=[O:19])=[O:20])[CH:9]=2)[CH:5]=[CH:6][CH:7]=1, predict the reactants needed to synthesize it. The reactants are: [Cl:1][C:2]1[CH:3]=[C:4]([C:8]2[C:13]([O:14][CH3:15])=[C:12]([CH:16]=[O:17])[CH:11]=[C:10]([S:18]([NH2:21])(=[O:20])=[O:19])[CH:9]=2)[CH:5]=[CH:6][CH:7]=1.[C:22]1([CH2:28][CH2:29][C:30](Cl)=[O:31])[CH:27]=[CH:26][CH:25]=[CH:24][CH:23]=1. (3) Given the product [CH3:1][C:2]1[CH:10]=[CH:9][C:5]2[S:6][C:7]([S:16]([NH2:21])(=[O:18])=[O:17])=[CH:8][C:4]=2[CH:3]=1, predict the reactants needed to synthesize it. The reactants are: [CH3:1][C:2]1[CH:10]=[CH:9][C:5]2[S:6][CH:7]=[CH:8][C:4]=2[CH:3]=1.[Li]CCCC.[S:16](Cl)(Cl)(=[O:18])=[O:17].[NH4+:21].[OH-].Cl. (4) Given the product [P:5]([OH:9])([OH:8])([OH:7])=[O:6].[CH3:10][C:11]1[CH:19]=[C:18]([C:20]([NH:22][C:23]2[CH:28]=[CH:27][CH:26]=[C:25]([C:29]3[C:38]4[C:33](=[CH:34][C:35]([O:41][CH3:42])=[C:36]([O:39][CH3:40])[CH:37]=4)[N:32]=[C:31]([NH:43][CH3:44])[N:30]=3)[CH:24]=2)=[O:21])[CH:17]=[CH:16][C:12]=1[C:13]([OH:15])=[O:14], predict the reactants needed to synthesize it. The reactants are: CS(C)=O.[P:5](=[O:9])([OH:8])([OH:7])[OH:6].[CH3:10][C:11]1[CH:19]=[C:18]([C:20]([NH:22][C:23]2[CH:28]=[CH:27][CH:26]=[C:25]([C:29]3[C:38]4[C:33](=[CH:34][C:35]([O:41][CH3:42])=[C:36]([O:39][CH3:40])[CH:37]=4)[N:32]=[C:31]([NH:43][CH3:44])[N:30]=3)[CH:24]=2)=[O:21])[CH:17]=[CH:16][C:12]=1[C:13]([OH:15])=[O:14]. (5) Given the product [CH2:28]([O:35][CH2:36][C@@H:18]1[C@@H:17]([CH2:13][CH2:14][CH2:15][CH3:16])[CH2:21][O:20][C:19]1=[O:22])[C:29]1[CH:34]=[CH:33][CH:32]=[CH:31][CH:30]=1, predict the reactants needed to synthesize it. The reactants are: C(NC(C)C)(C)C.C([Li])CCC.[CH2:13]([C@H:17]1[CH2:21][O:20][C:19](=[O:22])[CH2:18]1)[CH2:14][CH2:15][CH3:16].C[Si](Cl)(C)C.[CH2:28]([O:35][CH2:36]Cl)[C:29]1[CH:34]=[CH:33][CH:32]=[CH:31][CH:30]=1. (6) Given the product [CH3:1][O:2][C:3]1([O:23][CH3:24])[C:11](=[O:12])[C:10]2[C:5](=[CH:6][CH:7]=[C:8]([C:26]3[CH:31]=[C:30]([C:7]4[CH:6]=[C:5]5[C:10](=[CH:9][CH:8]=4)[C:11](=[O:42])[C:3]([O:23][CH3:24])([O:2][CH3:1])[C:4]5=[O:22])[CH:29]=[C:28]([C:7]4[CH:6]=[C:5]5[C:10](=[CH:9][CH:8]=4)[C:11](=[O:12])[C:3]([O:2][CH3:1])([O:23][CH3:24])[C:4]5=[O:22])[CH:27]=3)[CH:9]=2)[C:4]1=[O:22], predict the reactants needed to synthesize it. The reactants are: [CH3:1][O:2][C:3]1([O:23][CH3:24])[C:11](=[O:12])[C:10]2[C:5](=[CH:6][CH:7]=[C:8](B3OC(C)(C)C(C)(C)O3)[CH:9]=2)[C:4]1=[O:22].Br[C:26]1[CH:31]=[C:30](Br)[CH:29]=[C:28](Br)[CH:27]=1.[O-]P([O-])([O-])=O.[K+].[K+].[K+].[OH2:42]. (7) Given the product [Cl:1][C:2]1[C:3]2[CH:10]=[CH:9][N:8]([C@@H:11]3[S:35][C@H:34]([CH2:36][OH:37])[C@@H:23]([OH:24])[C@@H:12]3[OH:13])[C:4]=2[N:5]=[CH:6][N:7]=1, predict the reactants needed to synthesize it. The reactants are: [Cl:1][C:2]1[C:3]2[CH:10]=[CH:9][N:8]([C@@H:11]3[S:35][C@H:34]([CH2:36][O:37]CC4C=CC(Cl)=CC=4Cl)[C@@H:23]([O:24]CC4C=CC(Cl)=CC=4Cl)[C@@H:12]3[O:13]CC3C=CC(Cl)=CC=3Cl)[C:4]=2[N:5]=[CH:6][N:7]=1.B(Cl)(Cl)Cl.